Dataset: Full USPTO retrosynthesis dataset with 1.9M reactions from patents (1976-2016). Task: Predict the reactants needed to synthesize the given product. Given the product [F:12][C:13]1[CH:19]=[C:18]([I:20])[CH:17]=[CH:16][C:14]=1[NH:15][C:2]1[C:7]([N+:8]([O-:10])=[O:9])=[CH:6][NH:5][C:4](=[O:11])[CH:3]=1, predict the reactants needed to synthesize it. The reactants are: Cl[C:2]1[C:7]([N+:8]([O-:10])=[O:9])=[CH:6][NH:5][C:4](=[O:11])[CH:3]=1.[F:12][C:13]1[CH:19]=[C:18]([I:20])[CH:17]=[CH:16][C:14]=1[NH2:15].O.